Dataset: Reaction yield outcomes from USPTO patents with 853,638 reactions. Task: Predict the reaction yield, written as a fraction of the theoretical maximum amount of product (1.0 means a 100% yield; for example, 0.34 means a 34% yield). (1) The reactants are C([O:8][C:9]1[C:10]2[CH:29]=[CH:28][CH:27]=[CH:26][C:11]=2[C:12]2[C@H:13]([CH2:24][Cl:25])[CH2:14][N:15]([C:18](=[O:23])[C:19]([F:22])([F:21])[F:20])[C:16]=2[CH:17]=1)C1C=CC=CC=1.C([O-])=O.[NH4+]. The catalyst is C1COCC1.[Pd]. The product is [Cl:25][CH2:24][C@H:13]1[C:12]2[C:11]3[CH:26]=[CH:27][CH:28]=[CH:29][C:10]=3[C:9]([OH:8])=[CH:17][C:16]=2[N:15]([C:18](=[O:23])[C:19]([F:22])([F:20])[F:21])[CH2:14]1. The yield is 0.880. (2) The yield is 0.730. The product is [OH:29][C:17]1[C:16]([CH2:15][CH:14]=[C:13]([CH3:36])[CH2:12][N:11]([S:37]([CH3:40])(=[O:38])=[O:39])[CH2:10][CH2:9][P:4](=[O:3])([OH:8])[OH:5])=[C:24]([O:25][CH3:26])[C:23]([CH3:27])=[C:22]2[C:18]=1[C:19](=[O:28])[O:20][CH2:21]2. The catalyst is C(#N)C.CCOC(C)=O. The reactants are C([O:3][P:4]([CH2:9][CH2:10][N:11]([S:37]([CH3:40])(=[O:39])=[O:38])[CH2:12][C:13]([CH3:36])=[CH:14][CH2:15][C:16]1[C:17]([O:29]CC[Si](C)(C)C)=[C:18]2[C:22](=[C:23]([CH3:27])[C:24]=1[O:25][CH3:26])[CH2:21][O:20][C:19]2=[O:28])(=[O:8])[O:5]CC)C.C[Si](Br)(C)C.N1C(C)=CC=CC=1C.Cl. (3) The reactants are [C:1]([C:3]1[N:8]=[C:7]([CH2:9][CH:10]([CH3:16])[C:11]([O:13][CH2:14][CH3:15])=[O:12])[CH:6]=[CH:5][CH:4]=1)#[N:2].[C:17](OC)(=[O:25])[C:18]1[C:19](=[CH:21][CH:22]=[CH:23][CH:24]=1)[SH:20].C(N(CC)CC)C. The catalyst is C1(C)C=CC=CC=1. The product is [CH3:16][CH:10]([CH2:9][C:7]1[CH:6]=[CH:5][CH:4]=[C:3]([C:1]2[S:20][C:19]3[CH:21]=[CH:22][CH:23]=[CH:24][C:18]=3[C:17](=[O:25])[N:2]=2)[N:8]=1)[C:11]([O:13][CH2:14][CH3:15])=[O:12]. The yield is 0.700. (4) The reactants are Cl.Cl.[CH:3]([N:16]1[CH2:21][C@@H:20]2[CH2:22][C@H:17]1[CH2:18][NH:19]2)([C:10]1[CH:15]=[CH:14][CH:13]=[CH:12][CH:11]=1)[C:4]1[CH:9]=[CH:8][CH:7]=[CH:6][CH:5]=1.CS([C:27]1[N:32]=[CH:31][C:30]([C:33]([O:35][CH2:36][CH3:37])=[O:34])=[CH:29][N:28]=1)(=O)=O.C(=O)([O-])[O-].[K+].[K+]. The catalyst is COCCOC. The product is [CH:3]([N:16]1[CH2:21][C@@H:20]2[CH2:22][C@H:17]1[CH2:18][N:19]2[C:27]1[N:28]=[CH:29][C:30]([C:33]([O:35][CH2:36][CH3:37])=[O:34])=[CH:31][N:32]=1)([C:10]1[CH:15]=[CH:14][CH:13]=[CH:12][CH:11]=1)[C:4]1[CH:5]=[CH:6][CH:7]=[CH:8][CH:9]=1. The yield is 0.640. (5) The reactants are C([O:3][C:4](=[O:31])[CH2:5][CH2:6][N:7]1[C:11]2[CH:12]=[CH:13][C:14]([C:16]([N:18]3[CH2:24][C:23]4([CH3:26])[CH2:25][CH:19]3[CH2:20][C:21]([CH3:28])([CH3:27])[CH2:22]4)=[O:17])=[CH:15][C:10]=2[N:9]=[C:8]1[CH2:29][CH3:30])C.[OH-].[Na+]. The catalyst is C(O)C. The product is [CH2:29]([C:8]1[N:7]([CH2:6][CH2:5][C:4]([OH:31])=[O:3])[C:11]2[CH:12]=[CH:13][C:14]([C:16]([N:18]3[CH2:24][C:23]4([CH3:26])[CH2:25][CH:19]3[CH2:20][C:21]([CH3:27])([CH3:28])[CH2:22]4)=[O:17])=[CH:15][C:10]=2[N:9]=1)[CH3:30]. The yield is 0.110. (6) The reactants are [CH3:1][O:2][C:3]1[CH:4]=[CH:5][C:6]2[CH2:12][CH2:11][CH2:10][C:9](=[O:13])[NH:8][C:7]=2[CH:14]=1.[H-].[Na+].I[CH2:18][CH3:19]. The catalyst is CN(C)C=O. The product is [CH2:18]([N:8]1[C:9](=[O:13])[CH2:10][CH2:11][CH2:12][C:6]2[CH:5]=[CH:4][C:3]([O:2][CH3:1])=[CH:14][C:7]1=2)[CH3:19]. The yield is 0.940. (7) The reactants are C(N(CC)CC)C.Cl.[F:9][C:10]1[CH:15]=[C:14]([F:16])[CH:13]=[CH:12][C:11]=1[NH:17][NH2:18].[C:19](O[C:19]([O:21][C:22]([CH3:25])([CH3:24])[CH3:23])=[O:20])([O:21][C:22]([CH3:25])([CH3:24])[CH3:23])=[O:20]. The catalyst is CO. The product is [C:22]([O:21][C:19]([NH:18][NH:17][C:11]1[CH:12]=[CH:13][C:14]([F:16])=[CH:15][C:10]=1[F:9])=[O:20])([CH3:25])([CH3:24])[CH3:23]. The yield is 0.580.